From a dataset of Forward reaction prediction with 1.9M reactions from USPTO patents (1976-2016). Predict the product of the given reaction. (1) Given the reactants [N:1]1[CH:6]=[CH:5][CH:4]=[CH:3][C:2]=1[O:7][CH2:8][C:9]1[CH:27]=[CH:26][C:12]([CH2:13][C:14]2[CH:18]=[C:17]([C:19]3[C:20]([NH2:25])=[N:21][CH:22]=[CH:23][CH:24]=3)[O:16][N:15]=2)=[CH:11][CH:10]=1.[ClH:28], predict the reaction product. The product is: [ClH:28].[ClH:28].[N:1]1[CH:6]=[CH:5][CH:4]=[CH:3][C:2]=1[O:7][CH2:8][C:9]1[CH:27]=[CH:26][C:12]([CH2:13][C:14]2[CH:18]=[C:17]([C:19]3[C:20]([NH2:25])=[N:21][CH:22]=[CH:23][CH:24]=3)[O:16][N:15]=2)=[CH:11][CH:10]=1. (2) Given the reactants [Br:1][C:2]1[CH:40]=[CH:39][CH:38]=[CH:37][C:3]=1[C:4](/[N:6]=[C:7]1/[N:8](C(=O)C2C=CC=CC=2Br)[CH:9]=[C:10]([N:13]2[C:17]3[CH:18]=[CH:19][C:20]([O:22][CH3:23])=[CH:21][C:16]=3[N:15]=[C:14]2[C:24]([F:27])([F:26])[F:25])[N:11]=[CH:12]/1)=[O:5].[Li+].[OH-].CCO.CCOC(C)=O, predict the reaction product. The product is: [Br:1][C:2]1[CH:40]=[CH:39][CH:38]=[CH:37][C:3]=1[C:4]([NH:6][C:7]1[CH:12]=[N:11][C:10]([N:13]2[C:17]3[CH:18]=[CH:19][C:20]([O:22][CH3:23])=[CH:21][C:16]=3[N:15]=[C:14]2[C:24]([F:25])([F:26])[F:27])=[CH:9][N:8]=1)=[O:5]. (3) Given the reactants [Cl:1][C:2]1[CH:3]=[C:4]([C@@H:12]([CH2:25][CH:26]2[CH2:30][CH2:29][CH2:28][CH2:27]2)[C:13]([NH:15][C:16]2[CH:20]=[CH:19][N:18]([CH2:21][C:22]([OH:24])=O)[N:17]=2)=[O:14])[CH:5]=[CH:6][C:7]=1[S:8]([CH3:11])(=[O:10])=[O:9].[C:31](Cl)(=O)C(Cl)=O.N1C(C)=CC=CC=1C.COCCN1C=CC(N)=N1, predict the reaction product. The product is: [Cl:1][C:2]1[CH:3]=[C:4]([C@@H:12]([CH2:25][CH:26]2[CH2:30][CH2:29][CH2:28][CH2:27]2)[C:13]([NH:15][C:16]2[CH:20]=[CH:19][N:18]([CH2:21][CH2:22][O:24][CH3:31])[N:17]=2)=[O:14])[CH:5]=[CH:6][C:7]=1[S:8]([CH3:11])(=[O:9])=[O:10]. (4) Given the reactants [C:1]12([C:11]3[C:12](=[O:17])[NH:13][NH:14][C:15]=3[CH3:16])[CH2:10][CH:5]3[CH2:6][CH:7]([CH2:9][CH:3]([CH2:4]3)[CH2:2]1)[CH2:8]2.Br[CH:19]([CH3:21])[CH3:20], predict the reaction product. The product is: [C:1]12([N:13]3[C:12](=[O:17])[CH:20]=[C:19]([CH3:21])[N:14]3[CH:15]([CH3:16])[CH3:11])[CH2:2][CH:3]3[CH2:9][CH:7]([CH2:6][CH:5]([CH2:4]3)[CH2:10]1)[CH2:8]2.[C:1]12([C:11]3[C:12](=[O:17])[NH:13][N:14]([CH:19]([CH3:21])[CH3:20])[C:15]=3[CH3:16])[CH2:2][CH:3]3[CH2:9][CH:7]([CH2:6][CH:5]([CH2:4]3)[CH2:10]1)[CH2:8]2. (5) Given the reactants CO[C:3](=O)[CH2:4][C:5]1[CH:10]=[CH:9][C:8]([O:11][CH3:12])=[C:7]([Cl:13])[C:6]=1[Cl:14].[CH3:16][N:17]1[C:22](=[O:23])[CH:21]=[CH:20][C:19]([C:24]([OH:26])=O)=[CH:18]1, predict the reaction product. The product is: [Cl:14][C:6]1[C:7]([Cl:13])=[C:8]([O:11][CH3:12])[CH:9]=[CH:10][C:5]=1[CH:4]([CH3:3])[C:24]([C:19]1[CH:20]=[CH:21][C:22](=[O:23])[N:17]([CH3:16])[CH:18]=1)=[O:26]. (6) Given the reactants Cl[CH2:2][C:3]1[CH:8]=[CH:7][C:6]([CH:9]([NH:11][C:12](=[O:14])[CH3:13])[CH3:10])=[CH:5][CH:4]=1.[CH3:15][O:16][C:17]1[CH:22]=[CH:21][N:20]=[C:19]([N:23]2[CH2:28][CH2:27][NH:26][CH2:25][CH2:24]2)[N:18]=1, predict the reaction product. The product is: [CH3:15][O:16][C:17]1[CH:22]=[CH:21][N:20]=[C:19]([N:23]2[CH2:24][CH2:25][N:26]([CH2:2][C:3]3[CH:8]=[CH:7][C:6]([CH:9]([NH:11][C:12](=[O:14])[CH3:13])[CH3:10])=[CH:5][CH:4]=3)[CH2:27][CH2:28]2)[N:18]=1.